Dataset: Full USPTO retrosynthesis dataset with 1.9M reactions from patents (1976-2016). Task: Predict the reactants needed to synthesize the given product. Given the product [C:28]([NH:1][CH2:2][CH:3]1[CH2:8][N:7]2[N:9]=[C:10]([C:15]3[CH:20]=[CH:19][C:18]([O:21][C:22]4[CH:27]=[CH:26][CH:25]=[CH:24][CH:23]=4)=[CH:17][CH:16]=3)[C:11]([C:12]([NH2:14])=[O:13])=[C:6]2[NH:5][CH2:4]1)(=[O:31])[CH:29]=[CH2:30], predict the reactants needed to synthesize it. The reactants are: [NH2:1][CH2:2][CH:3]1[CH2:8][N:7]2[N:9]=[C:10]([C:15]3[CH:20]=[CH:19][C:18]([O:21][C:22]4[CH:27]=[CH:26][CH:25]=[CH:24][CH:23]=4)=[CH:17][CH:16]=3)[C:11]([C:12]([NH2:14])=[O:13])=[C:6]2[NH:5][CH2:4]1.[C:28](Cl)(=[O:31])[CH:29]=[CH2:30].